Dataset: Forward reaction prediction with 1.9M reactions from USPTO patents (1976-2016). Task: Predict the product of the given reaction. (1) Given the reactants [Cl:1][C:2]1[C:7]([OH:8])=[CH:6][CH:5]=[CH:4][N:3]=1.CN(C=O)C.CC([O-])(C)C.[K+].[CH3:20][O:21][CH2:22]Cl, predict the reaction product. The product is: [Cl:1][C:2]1[C:7]([O:8][CH2:20][O:21][CH3:22])=[CH:6][CH:5]=[CH:4][N:3]=1. (2) Given the reactants [Br:1][C:2]1[C:7]([O:8][CH2:9][C@H:10]2[CH2:14][CH2:13][CH2:12][N:11]2[C:15]([O:17][C:18]([CH3:21])([CH3:20])[CH3:19])=[O:16])=[C:6]([C:22]([O:24][CH3:25])=[O:23])[C:5]([N:26]([C:34]([O:36][C:37]([CH3:40])([CH3:39])[CH3:38])=[O:35])[C:27]([O:29][C:30]([CH3:33])([CH3:32])[CH3:31])=[O:28])=[CH:4][CH:3]=1.OC[C@H]1CCCN1C(OC(C)(C)C)=O.BrC1C(O)=C(C(N(C(OC(C)(C)C)=O)C(OC(C)(C)C)=O)=CC=1)C(OC)=O, predict the reaction product. The product is: [Br:1][C:2]1[C:7]([O:8][CH2:9][C@@H:10]2[CH2:14][CH2:13][CH2:12][N:11]2[C:15]([O:17][C:18]([CH3:19])([CH3:20])[CH3:21])=[O:16])=[C:6]([C:22]([O:24][CH3:25])=[O:23])[C:5]([N:26]([C:27]([O:29][C:30]([CH3:33])([CH3:32])[CH3:31])=[O:28])[C:34]([O:36][C:37]([CH3:39])([CH3:38])[CH3:40])=[O:35])=[CH:4][CH:3]=1. (3) Given the reactants [F:1][C:2]1[C:3]([OH:13])=[C:4]([CH:7]=[C:8]([N+:10]([O-:12])=[O:11])[CH:9]=1)[CH:5]=O.[CH3:14][NH2:15].[BH4-].[Na+].[CH:18]1[CH:23]=[CH:22][C:21]([CH2:24][O:25][C:26](Cl)=[O:27])=[CH:20][CH:19]=1, predict the reaction product. The product is: [F:1][C:2]1[C:3]([OH:13])=[C:4]([CH:7]=[C:8]([N+:10]([O-:12])=[O:11])[CH:9]=1)[CH2:5][N:15]([CH3:14])[C:26](=[O:27])[O:25][CH2:24][C:21]1[CH:22]=[CH:23][CH:18]=[CH:19][CH:20]=1. (4) Given the reactants [F:1][C:2]1[CH:7]=[CH:6][C:5]([C:8]2[C:16]3[C:11](=[CH:12][CH:13]=[C:14]([NH2:17])[CH:15]=3)[NH:10][N:9]=2)=[CH:4][CH:3]=1.[CH2:18]=[C:19]1[O:23][C:21](=[O:22])[CH2:20]1, predict the reaction product. The product is: [F:1][C:2]1[CH:3]=[CH:4][C:5]([C:8]2[C:16]3[C:11](=[CH:12][CH:13]=[C:14]([NH:17][C:21](=[O:22])[CH2:20][C:19](=[O:23])[CH3:18])[CH:15]=3)[NH:10][N:9]=2)=[CH:6][CH:7]=1. (5) Given the reactants [CH3:1][Si:2]([CH3:29])([CH3:28])[CH2:3][CH2:4][O:5][CH2:6][N:7]1[C:11]2[N:12]=[CH:13][N:14]=[C:15]([C:16]3[CH:17]=[N:18][N:19]([C@H:21]4[CH2:26][CH2:25][C@H:24]([OH:27])[CH2:23][CH2:22]4)[CH:20]=3)[C:10]=2[CH:9]=[CH:8]1.[CH3:30][S:31](Cl)(=[O:33])=[O:32], predict the reaction product. The product is: [CH3:30][S:31]([O:27][C@H:24]1[CH2:23][CH2:22][C@H:21]([N:19]2[CH:20]=[C:16]([C:15]3[C:10]4[CH:9]=[CH:8][N:7]([CH2:6][O:5][CH2:4][CH2:3][Si:2]([CH3:29])([CH3:28])[CH3:1])[C:11]=4[N:12]=[CH:13][N:14]=3)[CH:17]=[N:18]2)[CH2:26][CH2:25]1)(=[O:33])=[O:32]. (6) Given the reactants [CH3:1][C:2]1[N:3]=[CH:4][C:5]2[CH:11]=[C:10]([C:12]([OH:14])=O)[C:9](=[O:15])[NH:8][C:6]=2[N:7]=1.[NH2:16][C:17]1[CH:18]=[C:19]([CH:24]=[CH:25][C:26]=1[Cl:27])[C:20]([O:22][CH3:23])=[O:21].C(N(CC)CC)C.CN(C(ON1N=NC2C=CC=NC1=2)=[N+](C)C)C.F[P-](F)(F)(F)(F)F, predict the reaction product. The product is: [Cl:27][C:26]1[CH:25]=[CH:24][C:19]([C:20]([O:22][CH3:23])=[O:21])=[CH:18][C:17]=1[NH:16][C:12]([C:10]1[C:9](=[O:15])[NH:8][C:6]2[N:7]=[C:2]([CH3:1])[N:3]=[CH:4][C:5]=2[CH:11]=1)=[O:14].